This data is from Forward reaction prediction with 1.9M reactions from USPTO patents (1976-2016). The task is: Predict the product of the given reaction. (1) Given the reactants BrC1C=CC(S(NC2C=CN=C(Cl)C=2)(=O)=O)=CC=1.[CH3:19][C@H:20]1[NH:25][C@@H:24]([CH3:26])[CH2:23][N:22]([C:27]2[CH:32]=[CH:31][N:30]=[C:29]([NH2:33])[CH:28]=2)[CH2:21]1.[Br:34][C:35]1[CH:40]=[CH:39][C:38]([S:41](Cl)(=[O:43])=[O:42])=[CH:37][C:36]=1[F:45], predict the reaction product. The product is: [Br:34][C:35]1[CH:40]=[CH:39][C:38]([S:41]([NH:33][C:29]2[CH:28]=[C:27]([N:22]3[CH2:23][C@H:24]([CH3:26])[NH:25][C@H:20]([CH3:19])[CH2:21]3)[CH:32]=[CH:31][N:30]=2)(=[O:43])=[O:42])=[CH:37][C:36]=1[F:45]. (2) Given the reactants [NH:1]1[CH2:6][CH2:5][C:4](=[O:7])[CH2:3][CH2:2]1.Cl[CH2:9][CH2:10][CH2:11][O:12][CH2:13][CH3:14], predict the reaction product. The product is: [CH2:13]([O:12][CH2:11][CH2:10][CH2:9][N:1]1[CH2:6][CH2:5][C:4](=[O:7])[CH2:3][CH2:2]1)[CH3:14]. (3) Given the reactants [Cl:1][C:2]1[CH:10]=[CH:9][C:8]([N:11]2[CH:15]=[N:14][CH:13]=[N:12]2)=[CH:7][C:3]=1[C:4]([NH2:6])=[O:5].FC1C=CC([O:23][C:24](=O)[NH:25][C:26]2[S:27][C:28]3[CH:34]=[C:33]([S:35]([CH3:38])(=[O:37])=[O:36])[CH:32]=[CH:31][C:29]=3[N:30]=2)=CC=1.CC(C)([O-])C.[K+].Cl, predict the reaction product. The product is: [Cl:1][C:2]1[CH:10]=[CH:9][C:8]([N:11]2[CH:15]=[N:14][CH:13]=[N:12]2)=[CH:7][C:3]=1[C:4]([NH:6][C:24](=[O:23])[NH:25][C:26]1[S:27][C:28]2[CH:34]=[C:33]([S:35]([CH3:38])(=[O:37])=[O:36])[CH:32]=[CH:31][C:29]=2[N:30]=1)=[O:5]. (4) The product is: [N:17]1[C:24]([NH2:25])=[N:23][C:21]([NH2:22])=[N:20][C:18]=1[NH2:19].[NH2:16][CH2:15][CH2:14][NH:13][CH2:12][CH2:11][NH:10][CH2:9][CH2:8][NH:7][CH2:6][CH2:5][NH:4][CH2:3][CH2:2][NH2:1]. Given the reactants [NH2:1][CH2:2][CH2:3][NH:4][CH2:5][CH2:6][NH:7][CH2:8][CH2:9][NH:10][CH2:11][CH2:12][NH:13][CH2:14][CH2:15][NH2:16].[N:17]1[C:24]([NH2:25])=[N:23][C:21]([NH2:22])=[N:20][C:18]=1[NH2:19].[OH-].[Na+], predict the reaction product. (5) Given the reactants [F:1][C:2]([F:15])([F:14])[C:3]1[CH:13]=[CH:12][C:6]([CH:7]=[CH:8][C:9]([NH2:11])=[O:10])=[CH:5][CH:4]=1.[Cl:16][CH2:17][C:18]([CH2:20]Cl)=O.C1(C)C=CC=CC=1, predict the reaction product. The product is: [Cl:16][CH2:17][C:18]1[N:11]=[C:9](/[CH:8]=[CH:7]/[C:6]2[CH:5]=[CH:4][C:3]([C:2]([F:14])([F:15])[F:1])=[CH:13][CH:12]=2)[O:10][CH:20]=1. (6) Given the reactants [I:1][C:2]1[CH:11]=[CH:10][C:5]([C:6]([NH:8][NH2:9])=O)=[CH:4][CH:3]=1.[CH3:12][N:13]=[C:14]=[S:15].[OH-].[Na+], predict the reaction product. The product is: [I:1][C:2]1[CH:11]=[CH:10][C:5]([C:6]2[N:13]([CH3:12])[C:14]([SH:15])=[N:9][N:8]=2)=[CH:4][CH:3]=1. (7) Given the reactants [CH3:1][I:2].[Cl:3][C:4]1[CH:13]=[CH:12][C:11]([Cl:14])=[C:10]2[C:5]=1[CH:6]([CH3:16])[NH:7][C:8](=[S:15])[NH:9]2, predict the reaction product. The product is: [IH:2].[Cl:3][C:4]1[CH:13]=[CH:12][C:11]([Cl:14])=[C:10]2[C:5]=1[CH:6]([CH3:16])[NH:7][C:8]([S:15][CH3:1])=[N:9]2. (8) Given the reactants ClC1N=NC(CN2C3C(=CC(OC)=CC=3)C=C2C)=CC=1.C(Cl)(=O)C(Cl)=O.[CH3:27][O:28][C:29]1[CH:34]=[C:33]([NH2:35])[CH:32]=[CH:31][N:30]=1.C(N(CC)CC)C.O=[N-].[Cl:45][C:46]1[N:51]=[N:50][C:49]([CH2:52][N:53]2[C:61]3[C:56](=[CH:57][C:58]([O:62][CH3:63])=[CH:59][CH:60]=3)[C:55]([C:64](=[O:68])[C:65](O)=[O:66])=[C:54]2[CH3:69])=[CH:48][CH:47]=1.C(P1(=O)OP(=O)(CCC)OP(=O)(CCC)O1)CC, predict the reaction product. The product is: [Cl:45][C:46]1[N:51]=[N:50][C:49]([CH2:52][N:53]2[C:61]3[C:56](=[CH:57][C:58]([O:62][CH3:63])=[CH:59][CH:60]=3)[C:55]([C:64](=[O:68])[C:65]([NH:35][C:33]3[CH:32]=[CH:31][N:30]=[C:29]([O:28][CH3:27])[CH:34]=3)=[O:66])=[C:54]2[CH3:69])=[CH:48][CH:47]=1. (9) Given the reactants [OH:1][C:2]1[C:15]2[C:14](=[O:16])[C:13]3[C:8](=[C:9]([OH:17])[CH:10]=[CH:11][CH:12]=3)[O:7][C:6]=2[C:5]([CH2:18][CH:19]=[CH2:20])=[C:4]([OH:21])[CH:3]=1.C(=O)([O-])[O-].[K+].[K+].[CH2:28](Br)[C:29]1[CH:34]=[CH:33][CH:32]=[CH:31][CH:30]=1, predict the reaction product. The product is: [CH2:28]([O:21][C:4]1[CH:3]=[C:2]([OH:1])[C:15]2[C:14](=[O:16])[C:13]3[C:8]([O:7][C:6]=2[C:5]=1[CH2:18][CH:19]=[CH2:20])=[C:9]([O:17][CH2:18][C:5]1[CH:6]=[CH:15][CH:2]=[CH:3][CH:4]=1)[CH:10]=[CH:11][CH:12]=3)[C:29]1[CH:34]=[CH:33][CH:32]=[CH:31][CH:30]=1.